This data is from Catalyst prediction with 721,799 reactions and 888 catalyst types from USPTO. The task is: Predict which catalyst facilitates the given reaction. (1) Reactant: [Cl:1][C:2]1[CH:3]=[C:4]([C:9]2[CH:10]=[C:11]([C:29]([O:31]C)=O)[C:12]3[NH:13][C:14]4[CH:15]=[C:16]([N:22]5[CH2:27][CH2:26][N:25]([CH3:28])[CH2:24][CH2:23]5)[CH:17]=[CH:18][C:19]=4[C:20]=3[N:21]=2)[CH:5]=[CH:6][C:7]=1[OH:8].[NH3:33]. Product: [Cl:1][C:2]1[CH:3]=[C:4]([C:9]2[CH:10]=[C:11]([C:29]([NH2:33])=[O:31])[C:12]3[NH:13][C:14]4[CH:15]=[C:16]([N:22]5[CH2:23][CH2:24][N:25]([CH3:28])[CH2:26][CH2:27]5)[CH:17]=[CH:18][C:19]=4[C:20]=3[N:21]=2)[CH:5]=[CH:6][C:7]=1[OH:8]. The catalyst class is: 5. (2) Reactant: [I:1]I.C1C=CC(P(C2C=CC=CC=2)C2C=CC=CC=2)=CC=1.[CH2:22]([O:29][C@H:30]1[O:41][C@H:40]2[C@@H:35]([O:36][CH:37]([C:42]3[CH:47]=[CH:46][CH:45]=[CH:44][CH:43]=3)[O:38][CH2:39]2)[C@@:32]2([CH2:34][O:33]2)[C@@H:31]1[O:48][CH2:49][C:50]1[CH:55]=[CH:54][CH:53]=[CH:52][CH:51]=1)[C:23]1[CH:28]=[CH:27][CH:26]=[CH:25][CH:24]=1. Product: [CH2:22]([O:29][C@H:30]1[O:41][C@H:40]2[C@@H:35]([O:36][CH:37]([C:42]3[CH:47]=[CH:46][CH:45]=[CH:44][CH:43]=3)[O:38][CH2:39]2)[C@:32]([CH2:34][I:1])([OH:33])[C@@H:31]1[O:48][CH2:49][C:50]1[CH:55]=[CH:54][CH:53]=[CH:52][CH:51]=1)[C:23]1[CH:28]=[CH:27][CH:26]=[CH:25][CH:24]=1. The catalyst class is: 2. (3) Product: [F:6][C:7]1[CH:8]=[C:9]([S:13][CH2:2][C:3]([OH:5])=[O:4])[CH:10]=[CH:11][CH:12]=1. The catalyst class is: 74. Reactant: Cl[CH2:2][C:3]([OH:5])=[O:4].[F:6][C:7]1[CH:8]=[C:9]([SH:13])[CH:10]=[CH:11][CH:12]=1. (4) Reactant: [OH:1][C:2]([C:5]1[O:6][CH:7]=[C:8]([C:10]([OH:12])=O)[N:9]=1)([CH3:4])[CH3:3].[NH2:13][C@@H:14]([CH3:31])[CH2:15][N:16]1[CH:20]=[CH:19][C:18]([C:21]2[CH:28]=[C:27]([F:29])[C:24]([C:25]#[N:26])=[C:23]([Cl:30])[CH:22]=2)=[N:17]1.CN(C(ON1N=NC2C=CC=CC1=2)=[N+](C)C)C.F[P-](F)(F)(F)(F)F. Product: [Cl:30][C:23]1[CH:22]=[C:21]([C:18]2[CH:19]=[CH:20][N:16]([CH2:15][C@@H:14]([NH:13][C:10]([C:8]3[N:9]=[C:5]([C:2]([OH:1])([CH3:3])[CH3:4])[O:6][CH:7]=3)=[O:12])[CH3:31])[N:17]=2)[CH:28]=[C:27]([F:29])[C:24]=1[C:25]#[N:26]. The catalyst class is: 2. (5) Reactant: [Cl:1][CH2:2][C:3]#[N:4].[Br:5][C:6]1[CH:7]=[C:8]([CH2:12][C:13]([CH3:16])(O)[CH3:14])[CH:9]=[CH:10][CH:11]=1.S(=O)(=O)(O)[OH:18].C(=O)([O-])[O-].[K+].[K+]. Product: [Br:5][C:6]1[CH:7]=[C:8]([CH2:12][C:13]([NH:4][C:3](=[O:18])[CH2:2][Cl:1])([CH3:14])[CH3:16])[CH:9]=[CH:10][CH:11]=1. The catalyst class is: 15. (6) Reactant: [NH2:1][C:2]1[CH:7]=[CH:6][CH:5]=[CH:4][C:3]=1[CH:8]1[C:17]([CH3:19])([CH3:18])[CH2:16][C:15]2[C:10](=[CH:11][CH:12]=[C:13]([C:20]([O:22][CH3:23])=[O:21])[CH:14]=2)[NH:9]1.N1C=CC=CC=1.[F:30][C:31]1[CH:36]=[CH:35][CH:34]=[CH:33][C:32]=1[S:37](Cl)(=[O:39])=[O:38]. The catalyst class is: 4. Product: [F:30][C:31]1[CH:36]=[CH:35][CH:34]=[CH:33][C:32]=1[S:37]([NH:1][C:2]1[CH:7]=[CH:6][CH:5]=[CH:4][C:3]=1[CH:8]1[C:17]([CH3:18])([CH3:19])[CH2:16][C:15]2[C:10](=[CH:11][CH:12]=[C:13]([C:20]([O:22][CH3:23])=[O:21])[CH:14]=2)[NH:9]1)(=[O:39])=[O:38].